Dataset: Full USPTO retrosynthesis dataset with 1.9M reactions from patents (1976-2016). Task: Predict the reactants needed to synthesize the given product. (1) Given the product [CH3:17][C:3]1[CH:4]=[C:5]([O:9][CH2:10][CH2:11][CH2:12][S:13]([CH3:16])(=[O:15])=[O:14])[CH:6]=[C:7]([CH3:8])[C:2]=1[C:26]1[CH:31]=[CH:30][CH:29]=[C:28]([CH2:32][OH:33])[CH:27]=1, predict the reactants needed to synthesize it. The reactants are: Br[C:2]1[C:7]([CH3:8])=[CH:6][C:5]([O:9][CH2:10][CH2:11][CH2:12][S:13]([CH3:16])(=[O:15])=[O:14])=[CH:4][C:3]=1[CH3:17].CC1(C)C(C)(C)OB([C:26]2[CH:27]=[C:28]([CH2:32][OH:33])[CH:29]=[CH:30][CH:31]=2)O1.[O-]P([O-])([O-])=O.[K+].[K+].[K+]. (2) Given the product [CH:59]1[C:58]([C:66]2[O+:75]=[C:74]3[C:69]([C:70]([OH:77])=[CH:71][C:72]([OH:76])=[CH:73]3)=[CH:68][C:67]=2[OH:79])=[CH:57][CH:62]=[C:61]([OH:64])[CH:60]=1.[CH:59]1[C:58]([C:66]2[C:67]([OH:79])=[CH:68][C:69]3[C:70]([OH:77])=[CH:71][C:72]([OH:76])=[CH:73][C:74]=3[O+:75]=2)=[CH:57][C:62]([OH:63])=[C:61]([OH:64])[CH:60]=1, predict the reactants needed to synthesize it. The reactants are: [Na+].[Cl-].C(O)[C@H]1O[C@H](O[C@H]2[C@H](O)[C@@H](O)[C@H](O)O[C@@H]2CO)[C@H](O)[C@@H](O)[C@@H]1O.C(S)[C@@H](O)[C@H](O)CS.O=C1O[C@H]([C@H](CO)O)C([O-])=C1O.[Na+].O=C(CCC(O)=O)C(O)=O.[CH:57]1[C:62]([OH:63])=[C:61]([OH:64])[C:60](O)=[CH:59][C:58]=1[CH:66]1[O:75][C:74]2[C:69](=[C:70]([OH:77])[CH:71]=[C:72]([OH:76])[CH:73]=2)[CH:68](O)[CH:67]1[OH:79].